Dataset: NCI-60 drug combinations with 297,098 pairs across 59 cell lines. Task: Regression. Given two drug SMILES strings and cell line genomic features, predict the synergy score measuring deviation from expected non-interaction effect. (1) Drug 1: C1CN1C2=NC(=NC(=N2)N3CC3)N4CC4. Drug 2: CC12CCC3C(C1CCC2=O)CC(=C)C4=CC(=O)C=CC34C. Cell line: CAKI-1. Synergy scores: CSS=33.3, Synergy_ZIP=-11.5, Synergy_Bliss=-3.05, Synergy_Loewe=-4.27, Synergy_HSA=-3.52. (2) Drug 1: CC1CCC2CC(C(=CC=CC=CC(CC(C(=O)C(C(C(=CC(C(=O)CC(OC(=O)C3CCCCN3C(=O)C(=O)C1(O2)O)C(C)CC4CCC(C(C4)OC)OCCO)C)C)O)OC)C)C)C)OC. Drug 2: CC12CCC3C(C1CCC2O)C(CC4=C3C=CC(=C4)O)CCCCCCCCCS(=O)CCCC(C(F)(F)F)(F)F. Cell line: PC-3. Synergy scores: CSS=34.7, Synergy_ZIP=19.6, Synergy_Bliss=19.4, Synergy_Loewe=20.2, Synergy_HSA=21.5. (3) Drug 1: C1C(C(OC1N2C=C(C(=O)NC2=O)F)CO)O. Drug 2: C1CNP(=O)(OC1)N(CCCl)CCCl. Cell line: SNB-75. Synergy scores: CSS=19.3, Synergy_ZIP=-4.85, Synergy_Bliss=-3.55, Synergy_Loewe=-26.5, Synergy_HSA=-1.10.